This data is from Forward reaction prediction with 1.9M reactions from USPTO patents (1976-2016). The task is: Predict the product of the given reaction. Given the reactants Cl[C:2]1[N:7]=[C:6]([O:8][CH3:9])[N:5]=[C:4]([NH:10][CH2:11][CH2:12][C:13]2[CH:18]=[CH:17][C:16]([Cl:19])=[CH:15][C:14]=2[Cl:20])[CH:3]=1.[NH:21]1[C:25]([CH:26]2[CH2:31][CH2:30][CH2:29][NH:28][CH2:27]2)=[N:24][N:23]=[N:22]1.C([O-])([O-])=O.[K+].[K+].Cl, predict the reaction product. The product is: [Cl:20][C:14]1[CH:15]=[C:16]([Cl:19])[CH:17]=[CH:18][C:13]=1[CH2:12][CH2:11][NH:10][C:4]1[CH:3]=[C:2]([N:28]2[CH2:29][CH2:30][CH2:31][CH:26]([C:25]3[N:21]=[N:22][NH:23][N:24]=3)[CH2:27]2)[N:7]=[C:6]([O:8][CH3:9])[N:5]=1.